This data is from Forward reaction prediction with 1.9M reactions from USPTO patents (1976-2016). The task is: Predict the product of the given reaction. (1) Given the reactants [CH2:1]([O:4][C:5]1[CH:6]=[C:7]([C:11](=O)[CH3:12])[CH:8]=[CH:9][CH:10]=1)[CH:2]=[CH2:3].[NH2:14][C:15]1[S:16]/[C:17](=[CH:21]\[C:22]2[CH:27]=[C:26]([O:28][CH3:29])[C:25]([OH:30])=[C:24]([Cl:31])[CH:23]=2)/[C:18](=[O:20])[N:19]=1, predict the reaction product. The product is: [Cl:31][C:24]1[CH:23]=[C:22](/[CH:21]=[C:17]2/[C:18](=[O:20])[N:19]3[CH:12]=[C:11]([C:7]4[CH:8]=[CH:9][CH:10]=[C:5]([O:4][CH2:1][CH:2]=[CH2:3])[CH:6]=4)[N:14]=[C:15]3[S:16]/2)[CH:27]=[C:26]([O:28][CH3:29])[C:25]=1[OH:30]. (2) Given the reactants [Br:1][C:2]1[N:3]([CH:21]([CH3:23])[CH3:22])[C:4]([CH:12]([C:14]2[CH:19]=[CH:18][C:17]([Cl:20])=[CH:16][CH:15]=2)O)=[C:5]([C:7]([O:9][CH2:10][CH3:11])=[O:8])[N:6]=1.[CH3:24][O:25][C:26]1[C:27]2[N:28]([C:33]([CH3:36])=[N:34][N:35]=2)[CH:29]=[C:30]([NH2:32])[CH:31]=1, predict the reaction product. The product is: [Br:1][C:2]1[N:3]([CH:21]([CH3:23])[CH3:22])[C:4]([CH:12]([C:14]2[CH:19]=[CH:18][C:17]([Cl:20])=[CH:16][CH:15]=2)[NH:32][C:30]2[CH:31]=[C:26]([O:25][CH3:24])[C:27]3[N:28]([C:33]([CH3:36])=[N:34][N:35]=3)[CH:29]=2)=[C:5]([C:7]([O:9][CH2:10][CH3:11])=[O:8])[N:6]=1. (3) Given the reactants [CH3:1][C:2]1([CH3:14])[O:7][CH:6]([CH2:8][S:9][CH3:10])[CH:5]([CH2:11][NH:12][CH3:13])[CH2:4][O:3]1.[CH:15]1[N:16]=[C:17]2[CH2:24][CH:23]=[N:22][C:18]2=[C:19]([NH2:21])[N:20]=1.[CH2:25]=O.N.CO, predict the reaction product. The product is: [NH3:12].[CH3:2][OH:3].[CH3:1][C:2]1([CH3:14])[O:7][CH:6]([CH2:8][S:9][CH3:10])[CH:5]([CH2:11][N:12]([CH2:25][C:24]2[C:17]3[N:16]=[CH:15][N:20]=[C:19]([NH2:21])[C:18]=3[NH:22][CH:23]=2)[CH3:13])[CH2:4][O:3]1. (4) Given the reactants P(Cl)(Cl)(Cl)=O.CN(C)[CH:8]=[O:9].[Cl:11][C:12]1[CH:13]=[CH:14][C:15]([N:30]2[CH:34]=[CH:33][CH:32]=[C:31]2[CH2:35][CH:36]([CH3:38])[CH3:37])=[C:16]([C:18]([C:20]2[CH:25]=[CH:24][CH:23]=[C:22]([O:26][CH3:27])[C:21]=2[O:28][CH3:29])=[O:19])[CH:17]=1.C(=O)(O)[O-].[Na+], predict the reaction product. The product is: [Cl:11][C:12]1[CH:13]=[CH:14][C:15]([N:30]2[C:31]([CH2:35][CH:36]([CH3:38])[CH3:37])=[CH:32][CH:33]=[C:34]2[CH:8]=[O:9])=[C:16]([C:18](=[O:19])[C:20]2[CH:25]=[CH:24][CH:23]=[C:22]([O:26][CH3:27])[C:21]=2[O:28][CH3:29])[CH:17]=1. (5) Given the reactants [F:1][C:2]1[CH:3]=[C:4]([C:21]([NH2:23])=[O:22])[C:5]2[O:9][C:8]([C:10]3[CH:15]=[CH:14][C:13]([CH2:16][N:17](C)[CH3:18])=[CH:12][CH:11]=3)=[CH:7][C:6]=2[CH:20]=1.[F:24]C1C=C(C(OC)=O)C2OC(C3C=CC(CNC)=CC=3F)=CC=2C=1, predict the reaction product. The product is: [F:1][C:2]1[CH:3]=[C:4]([C:21]([NH2:23])=[O:22])[C:5]2[O:9][C:8]([C:10]3[CH:15]=[CH:14][C:13]([CH2:16][NH:17][CH3:18])=[CH:12][C:11]=3[F:24])=[CH:7][C:6]=2[CH:20]=1.